From a dataset of Catalyst prediction with 721,799 reactions and 888 catalyst types from USPTO. Predict which catalyst facilitates the given reaction. Reactant: Br[C:2]1[CH:7]=[C:6]([CH3:8])[C:5]([Br:9])=[CH:4][N:3]=1.[NH:10]1[CH2:15][CH2:14][S:13](=[O:17])(=[O:16])[CH2:12][CH2:11]1.CC1(C)C2C(=C(P(C3C=CC=CC=3)C3C=CC=CC=3)C=CC=2)OC2C(P(C3C=CC=CC=3)C3C=CC=CC=3)=CC=CC1=2.CC([O-])(C)C.[Na+]. Product: [Br:9][C:5]1[C:6]([CH3:8])=[CH:7][C:2]([N:10]2[CH2:15][CH2:14][S:13](=[O:17])(=[O:16])[CH2:12][CH2:11]2)=[N:3][CH:4]=1. The catalyst class is: 102.